Binary Classification. Given a miRNA mature sequence and a target amino acid sequence, predict their likelihood of interaction. From a dataset of Experimentally validated miRNA-target interactions with 360,000+ pairs, plus equal number of negative samples. Result: 0 (no interaction). The miRNA is cel-let-7-5p with sequence UGAGGUAGUAGGUUGUAUAGUU. The protein sequence of the target gene is MLTRKIKLWDINAHITCRLCSGYLIDATTVTECLHTFCRSCLVKYLEENNTCPTCRIVIHQSHPLQYIGHDRTMQDIVYKLVPGLQEAEMRKQREFYHKLGMEVPGDIKGETCSAKQHLDSHRNGETKADDSSNKEAAEEKPEEDNDYHRSDEQVSICLECNSSKLRGLKRKWIRCSAQATVLHLKKFIAKKLNLSSFNELDILCNEEILGKDHTLKFVVVTRWRFKKAPLLLHYRPKMDLL.